From a dataset of Full USPTO retrosynthesis dataset with 1.9M reactions from patents (1976-2016). Predict the reactants needed to synthesize the given product. (1) Given the product [F:1][C:2]([F:16])([F:15])[C:3]1[CH:4]=[C:5]([CH:8]=[C:9]([C:11]([F:14])([F:13])[F:12])[CH:10]=1)[CH2:6][NH:23][C:20]1[CH:19]=[C:18]([CH3:17])[O:22][N:21]=1, predict the reactants needed to synthesize it. The reactants are: [F:1][C:2]([F:16])([F:15])[C:3]1[CH:4]=[C:5]([CH:8]=[C:9]([C:11]([F:14])([F:13])[F:12])[CH:10]=1)[CH:6]=O.[CH3:17][C:18]1[O:22][N:21]=[C:20]([NH2:23])[CH:19]=1.[BH4-].[Na+]. (2) Given the product [O:55]1[C:59]2[CH:60]=[CH:61][C:62]([CH2:64][N:19]3[CH2:20][CH2:21][CH:16]([N:15]([CH3:22])[C:13]([N:11]4[CH:12]=[C:8]([C:4]5[CH:5]=[CH:6][CH:7]=[C:2]([OH:1])[CH:3]=5)[N:9]=[CH:10]4)=[O:14])[CH2:17][CH2:18]3)=[CH:63][C:58]=2[O:57][CH2:56]1, predict the reactants needed to synthesize it. The reactants are: [OH:1][C:2]1[CH:3]=[C:4]([C:8]2[N:9]=[CH:10][N:11]([C:13]([N:15]([CH3:22])[CH:16]3[CH2:21][CH2:20][NH:19][CH2:18][CH2:17]3)=[O:14])[CH:12]=2)[CH:5]=[CH:6][CH:7]=1.Br.OC1C=C(C2N=CN(C(N(C)C3CCNCC3)=O)C=2)C=CC=1.C(N(CC)C(C)C)(C)C.[O:55]1[C:59]2[CH:60]=[CH:61][C:62]([CH:64]=O)=[CH:63][C:58]=2[O:57][CH2:56]1.[Na].C(O)(=O)C. (3) Given the product [CH2:1]([CH:3]1[C:16]2[C:11](=[CH:12][CH:13]=[C:14]([F:17])[CH:15]=2)[C:10]2[CH:9]=[C:8]([C:18]3[CH:19]=[N:20][CH:21]=[CH:22][CH:23]=3)[CH:7]=[CH:6][C:5]=2[N:4]1[S:24]([C:27]1[CH:28]=[CH:29][C:30]([OH:33])=[CH:31][CH:32]=1)(=[O:26])=[O:25])[CH3:2], predict the reactants needed to synthesize it. The reactants are: [CH2:1]([CH:3]1[C:16]2[C:11](=[CH:12][CH:13]=[C:14]([F:17])[CH:15]=2)[C:10]2[CH:9]=[C:8]([C:18]3[CH:19]=[N:20][CH:21]=[CH:22][CH:23]=3)[CH:7]=[CH:6][C:5]=2[N:4]1[S:24]([C:27]1[CH:32]=[CH:31][C:30]([O:33]C)=[CH:29][CH:28]=1)(=[O:26])=[O:25])[CH3:2].C1CCCCC=1.B(Br)(Br)Br.ClCCl. (4) Given the product [Cl:1][C:2]1[C:3]([N:10]2[CH2:15][CH2:14][CH:13]([O:16][C:17]3[CH:22]=[CH:21][C:20]([N:23]4[C@@H:27]([CH2:28][C:29]#[N:30])[C@H:26]([CH2:31][CH3:32])[C:25]([C:33]([F:36])([F:34])[F:35])=[N:24]4)=[CH:19][CH:18]=3)[CH:12]([CH3:37])[CH2:11]2)=[CH:4][C:5]([O:8][CH3:9])=[N:6][CH:7]=1, predict the reactants needed to synthesize it. The reactants are: [Cl:1][C:2]1[C:3]([N:10]2[CH2:15][CH2:14][CH:13]([O:16][C:17]3[CH:22]=[CH:21][C:20]([N:23]4[CH:27]([CH2:28][C:29]#[N:30])[CH:26]([CH2:31][CH3:32])[C:25]([C:33]([F:36])([F:35])[F:34])=[N:24]4)=[CH:19][CH:18]=3)[CH:12]([CH3:37])[CH2:11]2)=[CH:4][C:5]([O:8][CH3:9])=[N:6][CH:7]=1.C(C1C(CC#N)N(C2C=CC(O)=CC=2)N=C1C(F)(F)F)C.ClC1C(N2CC[C@H](O)[C@H](C)C2)=CC(OC)=NC=1.C1(P(C2C=CC=CC=2)C2C=CC=CC=2)C=CC=CC=1.N(/C(OC(C)(C)C)=O)=N\C(OC(C)(C)C)=O.C([O-])(O)=O.[Na+]. (5) Given the product [OH:8][C:9]1[CH:14]=[CH:13][C:12]2[C:15]3([CH2:30][O:31][C:11]=2[CH:10]=1)[C:23]1[C:18](=[CH:19][CH:20]=[CH:21][CH:22]=1)[N:17]([CH2:24][CH2:25][CH:26]([CH3:28])[CH3:27])[C:16]3=[O:29], predict the reactants needed to synthesize it. The reactants are: C([O:8][C:9]1[CH:14]=[CH:13][C:12]2[C:15]3([CH2:30][O:31][C:11]=2[CH:10]=1)[C:23]1[C:18](=[CH:19][CH:20]=[CH:21][CH:22]=1)[N:17]([CH2:24][CH2:25][CH:26]([CH3:28])[CH3:27])[C:16]3=[O:29])C1C=CC=CC=1. (6) Given the product [CH2:1]([O:3][C:4]([C:6]1[N:10]2[CH2:11][CH2:12][CH2:13][CH2:14][C:9]2=[N:8][C:7]=1[NH:15][CH2:31][CH2:32][CH2:26][CH3:27])=[O:5])[CH3:2], predict the reactants needed to synthesize it. The reactants are: [CH2:1]([O:3][C:4]([C:6]1[N:10]2[CH2:11][CH2:12][CH2:13][CH2:14][C:9]2=[N:8][C:7]=1[NH2:15])=[O:5])[CH3:2].C(O[BH-](O[C:26](=O)[CH3:27])OC(=O)C)(=O)C.[Na+].Cl[CH2:31][CH2:32]Cl. (7) The reactants are: [N:1]1([C:7]2[N:12]=[CH:11][C:10]([C:13]3[CH:18]=[CH:17][CH:16]=[CH:15][N:14]=3)=[CH:9][CH:8]=2)[CH2:6][CH2:5][NH:4][CH2:3][CH2:2]1.[F:19][C:20]([F:31])([F:30])[C:21]1[CH:29]=[CH:28][CH:27]=[CH:26][C:22]=1[C:23](Cl)=[O:24]. Given the product [N:14]1[CH:15]=[CH:16][CH:17]=[CH:18][C:13]=1[C:10]1[CH:11]=[N:12][C:7]([N:1]2[CH2:6][CH2:5][N:4]([C:23]([C:22]3[CH:26]=[CH:27][CH:28]=[CH:29][C:21]=3[C:20]([F:19])([F:30])[F:31])=[O:24])[CH2:3][CH2:2]2)=[CH:8][CH:9]=1, predict the reactants needed to synthesize it. (8) Given the product [CH:22]1([N:19]2[CH2:18][CH2:17][N:16]([C:13]3[N:14]=[CH:15][C:10]4[CH2:9][NH:8][CH2:27][CH2:26][C:11]=4[N:12]=3)[CH2:21][CH2:20]2)[CH2:23][CH2:24][CH2:25]1, predict the reactants needed to synthesize it. The reactants are: C(OC([N:8]1[CH2:27][CH2:26][C:11]2[N:12]=[C:13]([N:16]3[CH2:21][CH2:20][N:19]([CH:22]4[CH2:25][CH2:24][CH2:23]4)[CH2:18][CH2:17]3)[N:14]=[CH:15][C:10]=2[CH2:9]1)=O)(C)(C)C.Cl. (9) Given the product [Br:1][C:2]1[CH:3]=[C:4]([C:8]([NH:16][S:13]([CH2:11][CH3:12])(=[O:15])=[O:14])([CH3:9])[CH3:17])[CH:5]=[N:6][CH:7]=1, predict the reactants needed to synthesize it. The reactants are: [Br:1][C:2]1[CH:3]=[C:4]([C:8](=O)[CH3:9])[CH:5]=[N:6][CH:7]=1.[CH2:11]([S:13]([NH2:16])(=[O:15])=[O:14])[CH3:12].[CH3:17][Mg]Br.